Dataset: Choline transporter screen with 302,306 compounds. Task: Binary Classification. Given a drug SMILES string, predict its activity (active/inactive) in a high-throughput screening assay against a specified biological target. (1) The drug is Fc1ccc(c2oc(N3CCCC3)c(n2)C#N)cc1. The result is 0 (inactive). (2) The molecule is O=c1n(CCc2ccccc2)\c([nH]c2c1cccc2)=C\C=C1/C=CC(=O)C=C1. The result is 0 (inactive). (3) The drug is O(C(C(=O)NC1CCN(CC1)Cc1ccccc1)C)c1ccccc1. The result is 0 (inactive). (4) The compound is Clc1ncc(S(=O)(=O)Nc2c(C(=O)NCc3ccc(cc3)C)cccc2)cc1. The result is 1 (active).